From a dataset of Catalyst prediction with 721,799 reactions and 888 catalyst types from USPTO. Predict which catalyst facilitates the given reaction. (1) Reactant: N[C@H:2]1[C:15]2[C:6](=[CH:7][C:8]3[C:9]([CH3:17])=[CH:10][C:11]([Cl:16])=[N:12][C:13]=3[CH:14]=2)[O:5][C:4]([CH3:19])([CH3:18])[C@@H:3]1[OH:20].[C:21]([BH3-])#[N:22].[Na+].C(=O)([O-])O.[Na+]. Product: [Cl:16][C:11]1[CH:10]=[C:9]([CH3:17])[C:8]2[CH:7]=[C:6]3[O:5][C:4]([CH3:19])([CH3:18])[C@H:3]([OH:20])[C@@H:2]([NH:22][CH2:21][CH2:15][CH2:2][CH2:3][CH3:4])[C:15]3=[CH:14][C:13]=2[N:12]=1. The catalyst class is: 5. (2) Reactant: C(NC(C)C)(C)C.C([Li])CCC.[Li+].CC([N-]C(C)C)C.[CH2:21]([N:23]1[C:31]2[C:26](=[CH:27][CH:28]=[C:29]([O:32][CH3:33])[CH:30]=2)[C:25]([C:34]#[N:35])=[CH:24]1)[CH3:22].[CH2:36]([Sn:40](I)([CH2:45][CH2:46][CH2:47][CH3:48])[CH2:41][CH2:42][CH2:43][CH3:44])[CH2:37][CH2:38][CH3:39]. Product: [CH2:21]([N:23]1[C:31]2[C:26](=[CH:27][CH:28]=[C:29]([O:32][CH3:33])[CH:30]=2)[C:25]([C:34]#[N:35])=[C:24]1[Sn:40]([CH2:41][CH2:42][CH2:43][CH3:44])([CH2:45][CH2:46][CH2:47][CH3:48])[CH2:36][CH2:37][CH2:38][CH3:39])[CH3:22]. The catalyst class is: 1. (3) Reactant: [N:1]([CH:4]([C:9]1[CH:14]=[CH:13][C:12]([O:15][C:16]([F:19])([F:18])[F:17])=[CH:11][CH:10]=1)[CH:5]1[CH2:8][O:7][CH2:6]1)=[N+]=[N-].O1CCCC1. Product: [O:7]1[CH2:8][CH:5]([CH:4]([C:9]2[CH:10]=[CH:11][C:12]([O:15][C:16]([F:17])([F:18])[F:19])=[CH:13][CH:14]=2)[NH2:1])[CH2:6]1. The catalyst class is: 352. (4) Reactant: [C:1]([C:3]1[CH:4]=[C:5]([N:10]2[C:14]([CH3:15])=[CH:13][C:12]([C:16]([F:19])([F:18])[F:17])=[N:11]2)[CH:6]=[CH:7][C:8]=1[F:9])#[N:2].C1C(=O)N([Br:27])C(=O)C1.C(OOCC1C=CC=CC=1)C1C=CC=CC=1. Product: [C:1]([C:3]1[CH:4]=[C:5]([N:10]2[C:14]([CH2:15][Br:27])=[CH:13][C:12]([C:16]([F:18])([F:19])[F:17])=[N:11]2)[CH:6]=[CH:7][C:8]=1[F:9])#[N:2]. The catalyst class is: 53. (5) Reactant: [CH:1]12[CH2:7][CH:4]([CH:5]=[CH:6]1)[CH:3]([C:8]([OH:10])=[O:9])[CH2:2]2.C([O-])(O)=O.[Na+].[Br:16]Br. Product: [Br:16][CH:6]1[CH:5]2[O:9][C:8](=[O:10])[CH:3]3[CH2:2][CH:1]1[CH2:7][CH:4]23. The catalyst class is: 6. (6) Reactant: [C:1]1([C:7]2[N:8]=[CH:9][NH:10][CH:11]=2)[CH:6]=[CH:5][CH:4]=[CH:3][CH:2]=1.[N+:12]([O-])([OH:14])=[O:13].[OH-].[Na+].C(=O)([O-])[O-].[Na+].[Na+]. Product: [N+:12]([C:4]1[CH:3]=[CH:2][C:1]([C:7]2[N:8]=[CH:9][NH:10][CH:11]=2)=[CH:6][CH:5]=1)([O-:14])=[O:13]. The catalyst class is: 65. (7) The catalyst class is: 23. Reactant: Cl[CH2:2][C:3]1[C:4]([C:9]2[CH:14]=[CH:13][CH:12]=[CH:11][C:10]=2OC)=[N:5][CH:6]=[CH:7][CH:8]=1.[OH:17][C:18]1[C:19]([CH:26]=[O:27])=[CH:20][C:21]([O:24][CH3:25])=[N:22][CH:23]=1.[C:28](=O)([O-])[O-:29].[K+].[K+]. Product: [CH3:25][O:24][C:21]1[CH:20]=[C:19]([CH:26]=[O:27])[C:18]([O:17][CH2:2][C:3]2[C:4]([C:9]3[CH:10]=[CH:11][C:12]([O:29][CH3:28])=[CH:13][CH:14]=3)=[N:5][CH:6]=[CH:7][CH:8]=2)=[CH:23][N:22]=1. (8) Reactant: [Cl:1][C:2]1[CH:11]=[CH:10][CH:9]=[C:8]([NH:12][C:13](=O)[CH2:14][CH2:15][CH2:16][CH2:17][N:18]2[CH2:23][CH2:22][N:21]([C:24]3[CH:33]=[CH:32][C:31]4[C:26](=[CH:27][CH:28]=[CH:29][CH:30]=4)[N:25]=3)[CH2:20][CH2:19]2)[C:3]=1[C:4](OC)=[O:5].[CH3:35][NH2:36]. Product: [Cl:1][C:2]1[CH:11]=[CH:10][CH:9]=[C:8]2[C:3]=1[C:4](=[O:5])[N:36]([CH3:35])[C:13]([CH2:14][CH2:15][CH2:16][CH2:17][N:18]1[CH2:23][CH2:22][N:21]([C:24]3[CH:33]=[CH:32][C:31]4[C:26](=[CH:27][CH:28]=[CH:29][CH:30]=4)[N:25]=3)[CH2:20][CH2:19]1)=[N:12]2. The catalyst class is: 5.